From a dataset of Full USPTO retrosynthesis dataset with 1.9M reactions from patents (1976-2016). Predict the reactants needed to synthesize the given product. (1) Given the product [Cl:1][C:2]1[CH:3]=[C:4]([CH:8]([NH:9][C:39](=[O:40])[O:38][C:34]([CH3:37])([CH3:36])[CH3:35])[C:10]2[CH:14]=[C:13]([CH:15]=[O:19])[S:12][CH:11]=2)[CH:5]=[CH:6][CH:7]=1, predict the reactants needed to synthesize it. The reactants are: [Cl:1][C:2]1[CH:3]=[C:4]([CH:8]([C:10]2[CH:14]=[C:13]([CH:15]3[O:19]CCO3)[S:12][CH:11]=2)[NH2:9])[CH:5]=[CH:6][CH:7]=1.Cl.CCO.O.C(N(CC)C(C)C)(C)C.[C:34]([O:38][C:39](O[C:39]([O:38][C:34]([CH3:37])([CH3:36])[CH3:35])=[O:40])=[O:40])([CH3:37])([CH3:36])[CH3:35]. (2) Given the product [Cl:31][C:32]1[CH:37]=[C:36]([C:12]2[N:13]([CH:18]3[CH2:19][CH2:20][CH2:21][CH2:22]3)[N:14]=[C:15]3[C:11]=2[CH2:10][CH2:9][NH:8][CH2:17][CH2:16]3)[CH:35]=[CH:34][CH:33]=1, predict the reactants needed to synthesize it. The reactants are: C(OC([N:8]1[CH2:17][CH2:16][C:15]2[C:11](=[C:12](OS(C(F)(F)F)(=O)=O)[N:13]([CH:18]3[CH2:22][CH2:21][CH2:20][CH2:19]3)[N:14]=2)[CH2:10][CH2:9]1)=O)(C)(C)C.[Cl:31][C:32]1[CH:33]=[C:34](B(O)O)[CH:35]=[CH:36][CH:37]=1. (3) Given the product [ClH:38].[N:39]12[CH2:44][CH2:43][CH:42]([CH2:45][CH2:46]1)[C@@H:41]([NH:47][C:48]([C:50]1[S:51][C:52]3[C:58]([C:2]4[CH:7]=[CH:6][C:5]([CH:8]5[CH2:9][CH2:10][CH2:11][C:12](=[O:14])[NH:13]5)=[CH:4][CH:3]=4)=[CH:57][CH:56]=[CH:55][C:53]=3[CH:54]=1)=[O:49])[CH2:40]2, predict the reactants needed to synthesize it. The reactants are: Br[C:2]1[CH:7]=[CH:6][C:5]([CH:8]2[NH:13][C:12](=[O:14])[CH2:11][CH2:10][CH2:9]2)=[CH:4][CH:3]=1.B1(B2OC(C)(C)C(C)(C)O2)OC(C)(C)C(C)(C)O1.C([O-])(=O)C.[K+].[ClH:38].[N:39]12[CH2:46][CH2:45][CH:42]([CH2:43][CH2:44]1)[C@@H:41]([NH:47][C:48]([C:50]1[S:51][C:52]3[C:58](Br)=[CH:57][CH:56]=[CH:55][C:53]=3[CH:54]=1)=[O:49])[CH2:40]2.C(=O)([O-])[O-].[Na+].[Na+]. (4) The reactants are: [F:1][C:2]([F:9])([F:8])[C:3]([O:5]CC)=O.C[O-].[Na+].[C:13]([CH:17]1[CH2:22][CH2:21][C:20](=[O:23])[CH2:19][CH2:18]1)([CH3:16])([CH3:15])[CH3:14].O. Given the product [C:13]([CH:17]1[CH2:18][CH2:19][C:20](=[O:23])[CH:21]([C:3](=[O:5])[C:2]([F:1])([F:8])[F:9])[CH2:22]1)([CH3:16])([CH3:14])[CH3:15], predict the reactants needed to synthesize it. (5) Given the product [Cl:3][CH2:26][C:20]1[CH:21]=[C:22]([N+:23]([O-:25])=[O:24])[C:16]2[S:15][C:14]([NH:13][C:6]3[C:7]([CH3:12])=[CH:8][C:9]([CH3:11])=[CH:10][C:5]=3[CH3:28])=[N:18][C:17]=2[CH:19]=1, predict the reactants needed to synthesize it. The reactants are: S(Cl)([Cl:3])=O.[C:5]1([CH3:28])[CH:10]=[C:9]([CH3:11])[CH:8]=[C:7]([CH3:12])[C:6]=1[NH:13][C:14]1[S:15][C:16]2[C:22]([N+:23]([O-:25])=[O:24])=[CH:21][C:20]([CH2:26]O)=[CH:19][C:17]=2[N:18]=1.O.C([O-])(O)=O.[Na+]. (6) Given the product [CH3:1][C:2]1[N:7]=[C:6]([N:8]2[CH2:13][CH2:12][CH:11]([NH:14][CH2:25][CH3:26])[CH2:10][CH2:9]2)[CH:5]=[C:4]([CH3:27])[N:3]=1, predict the reactants needed to synthesize it. The reactants are: [CH3:1][C:2]1[N:7]=[C:6]([N:8]2[CH2:13][CH2:12][CH:11]([N:14]([CH2:25][CH3:26])C(=O)OCC3C=CC=CC=3)[CH2:10][CH2:9]2)[CH:5]=[C:4]([CH3:27])[N:3]=1.